Dataset: Full USPTO retrosynthesis dataset with 1.9M reactions from patents (1976-2016). Task: Predict the reactants needed to synthesize the given product. (1) Given the product [Br:1][C:2]1[CH:7]=[C:6]([CH3:11])[C:5]([Cl:8])=[N:4][CH:3]=1, predict the reactants needed to synthesize it. The reactants are: [Br:1][C:2]1[C:3](C)=[N:4][C:5]([Cl:8])=[CH:6][CH:7]=1.Br[C:11]1C=C(C)C(N)=NC=1. (2) Given the product [CH3:1][O:2][CH2:3][C:4]1[CH:9]=[C:8]([C:10]2[O:14][N:13]=[C:12]([C:15]3[CH:16]=[C:17]([CH:18]=[CH:19][CH:20]=3)[CH2:21][O:22][CH2:31][C:32]([O:34][C:35]([CH3:38])([CH3:37])[CH3:36])=[O:33])[N:11]=2)[CH:7]=[CH:6][C:5]=1[C:23]1[CH:28]=[CH:27][CH:26]=[CH:25][C:24]=1[CH3:29], predict the reactants needed to synthesize it. The reactants are: [CH3:1][O:2][CH2:3][C:4]1[CH:9]=[C:8]([C:10]2[O:14][N:13]=[C:12]([C:15]3[CH:16]=[C:17]([CH2:21][OH:22])[CH:18]=[CH:19][CH:20]=3)[N:11]=2)[CH:7]=[CH:6][C:5]=1[C:23]1[CH:28]=[CH:27][CH:26]=[CH:25][C:24]=1[CH3:29].Br[CH2:31][C:32]([O:34][C:35]([CH3:38])([CH3:37])[CH3:36])=[O:33].[OH-].[Na+].